This data is from Peptide-MHC class II binding affinity with 134,281 pairs from IEDB. The task is: Regression. Given a peptide amino acid sequence and an MHC pseudo amino acid sequence, predict their binding affinity value. This is MHC class II binding data. (1) The peptide sequence is IPTLAAQFPFNASDS. The MHC is DRB4_0101 with pseudo-sequence DRB4_0103. The binding affinity (normalized) is 0.834. (2) The peptide sequence is KNYEHIAAYHFDLSG. The MHC is DRB1_1101 with pseudo-sequence DRB1_1101. The binding affinity (normalized) is 0.481. (3) The peptide sequence is RWGQLKKTKAIKILT. The MHC is DRB1_0701 with pseudo-sequence DRB1_0701. The binding affinity (normalized) is 1.00. (4) The peptide sequence is RTKYTATISGLKPGV. The MHC is DRB4_0101 with pseudo-sequence DRB4_0103. The binding affinity (normalized) is 0. (5) The peptide sequence is AFKVAATMANAAPAN. The MHC is DRB1_0401 with pseudo-sequence DRB1_0401. The binding affinity (normalized) is 0.865. (6) The peptide sequence is ATPEAKFDSFVAAFT. The MHC is HLA-DQA10101-DQB10501 with pseudo-sequence HLA-DQA10101-DQB10501. The binding affinity (normalized) is 0.266. (7) The peptide sequence is GELQIVDLIDAAFKI. The MHC is DRB1_0101 with pseudo-sequence DRB1_0101. The binding affinity (normalized) is 0.628.